From a dataset of Forward reaction prediction with 1.9M reactions from USPTO patents (1976-2016). Predict the product of the given reaction. (1) Given the reactants [OH:1][CH:2]1[CH2:5][N:4]([C:6]([O:8][C:9]([CH3:12])([CH3:11])[CH3:10])=[O:7])[CH2:3]1.C1(=O)O[CH2:16][CH2:15][O:14]1, predict the reaction product. The product is: [OH:14][CH2:15][CH2:16][O:1][CH:2]1[CH2:3][N:4]([C:6]([O:8][C:9]([CH3:12])([CH3:11])[CH3:10])=[O:7])[CH2:5]1. (2) Given the reactants [Br:1][C:2]1[CH:3]=[CH:4][C:5]([F:18])=[C:6]([C:8]2([CH3:17])[NH:13][C:12](=O)[CH2:11][N:10]([CH3:15])[C:9]2=[O:16])[CH:7]=1.COC1C=CC(P2(SP(C3C=CC(OC)=CC=3)(=S)S2)=[S:28])=CC=1, predict the reaction product. The product is: [Br:1][C:2]1[CH:3]=[CH:4][C:5]([F:18])=[C:6]([C:8]2([CH3:17])[NH:13][C:12](=[S:28])[CH2:11][N:10]([CH3:15])[C:9]2=[O:16])[CH:7]=1.